This data is from Reaction yield outcomes from USPTO patents with 853,638 reactions. The task is: Predict the reaction yield, written as a fraction of the theoretical maximum amount of product (1.0 means a 100% yield; for example, 0.34 means a 34% yield). The reactants are [Cl:1][C:2]1[CH:3]=[C:4]2[C:12](=[C:13]([NH:15][C:16]([CH:18]3[CH2:23][O:22][C:21]([CH3:25])([CH3:24])[CH2:20][N:19]3[CH2:26][CH:27]([NH2:31])[CH:28]([CH3:30])[CH3:29])=[O:17])[CH:14]=1)[NH:11][C:10]1[CH:9]=[N:8][CH:7]=[CH:6][C:5]2=1.[CH3:32][C:33]1[N:41]=[CH:40][CH:39]=[CH:38][C:34]=1[C:35](O)=[O:36].CCN=C=NCCCN(C)C. The product is [Cl:1][C:2]1[CH:3]=[C:4]2[C:12](=[C:13]([NH:15][C:16]([CH:18]3[CH2:23][O:22][C:21]([CH3:24])([CH3:25])[CH2:20][N:19]3[CH2:26][CH:27]([NH:31][C:35]([C:34]3[C:33]([CH3:32])=[N:41][CH:40]=[CH:39][CH:38]=3)=[O:36])[CH:28]([CH3:29])[CH3:30])=[O:17])[CH:14]=1)[NH:11][C:10]1[CH:9]=[N:8][CH:7]=[CH:6][C:5]2=1. The yield is 0.770. The catalyst is N1C=CC=CC=1.O.CCOC(C)=O.